From a dataset of Catalyst prediction with 721,799 reactions and 888 catalyst types from USPTO. Predict which catalyst facilitates the given reaction. (1) Reactant: CCN(C(C)C)C(C)C.[C:10]([C:13]1[CH:21]=[CH:20][CH:19]=[CH:18][C:14]=1[C:15]([OH:17])=O)(=[O:12])[CH3:11].C1C=CC2N(O)N=NC=2C=1.CCN=C=NCCCN(C)C.Cl.[O:44]=[C:45]([N:62]1[CH2:67][CH2:66][NH:65][CH2:64][CH2:63]1)[CH2:46][NH:47][C:48]([C:50]1[CH:55]=[CH:54][C:53]([C:56]2[CH:61]=[CH:60][CH:59]=[CH:58][CH:57]=2)=[CH:52][CH:51]=1)=[O:49]. Product: [C:10]([C:13]1[CH:21]=[CH:20][CH:19]=[CH:18][C:14]=1[C:15]([N:65]1[CH2:64][CH2:63][N:62]([C:45](=[O:44])[CH2:46][NH:47][C:48]([C:50]2[CH:55]=[CH:54][C:53]([C:56]3[CH:61]=[CH:60][CH:59]=[CH:58][CH:57]=3)=[CH:52][CH:51]=2)=[O:49])[CH2:67][CH2:66]1)=[O:17])(=[O:12])[CH3:11]. The catalyst class is: 18. (2) Reactant: [Cl:1][C:2]1[N:3]=[C:4]([N:11]2[CH2:16][CH2:15][O:14][CH2:13][CH2:12]2)[C:5]2[CH:10]=[CH:9][S:8][C:6]=2[N:7]=1.[Li]CCCC.[C:22](=[O:24])=[O:23]. Product: [Cl:1][C:2]1[N:3]=[C:4]([N:11]2[CH2:16][CH2:15][O:14][CH2:13][CH2:12]2)[C:5]2[CH:10]=[C:9]([C:22]([OH:24])=[O:23])[S:8][C:6]=2[N:7]=1. The catalyst class is: 1. (3) Reactant: C(OC(=O)[NH:7][CH2:8][C:9]([N:11]1[CH2:20][CH2:19][C:18]2[C:13](=[C:14]([N:23]3[CH2:28][CH2:27][N:26]([CH3:29])[CH2:25][CH2:24]3)[CH:15]=[CH:16][C:17]=2[O:21][CH3:22])[CH2:12]1)=[O:10])(C)(C)C.C(O)(C(F)(F)F)=O. Product: [NH2:7][CH2:8][C:9]([N:11]1[CH2:20][CH2:19][C:18]2[C:13](=[C:14]([N:23]3[CH2:24][CH2:25][N:26]([CH3:29])[CH2:27][CH2:28]3)[CH:15]=[CH:16][C:17]=2[O:21][CH3:22])[CH2:12]1)=[O:10]. The catalyst class is: 2. (4) Reactant: [C:1]([C:5]1[CH:10]=[C:9]([C:11]([CH3:14])([CH3:13])[CH3:12])[CH:8]=[C:7]([CH:15]([C:22]2[CH:27]=[CH:26][C:25]([F:28])=[CH:24][CH:23]=2)N2CCCCC2)[C:6]=1[OH:29])([CH3:4])([CH3:3])[CH3:2].[CH:30](O)=[O:31]. Product: [C:11]([C:9]1[CH:10]=[C:5]([C:1]([CH3:3])([CH3:2])[CH3:4])[C:6]2[O:29][C:30](=[O:31])[CH:15]([C:22]3[CH:23]=[CH:24][C:25]([F:28])=[CH:26][CH:27]=3)[C:7]=2[CH:8]=1)([CH3:12])([CH3:14])[CH3:13]. The catalyst class is: 11. (5) Reactant: [CH3:1][N:2]1[C@H:11]2[CH2:12][C:13]3[C:14](=[CH:15][C:16]([O:20][CH3:21])=[C:17]([OH:19])[CH:18]=3)[C:9]3[C:10]2=[C:5]([CH:6]=[C:7]([OH:24])[C:8]=3[O:22][CH3:23])[CH2:4][CH2:3]1.[CH2:25](Br)[CH:26]=[CH2:27]. Product: [CH3:1][N:2]([CH2:27][CH:26]=[CH2:25])[CH2:3][CH2:4][C:5]1[C:10]2[CH:11]=[CH:12][C:13]3[C:14]([C:9]=2[C:8]([O:22][CH3:23])=[C:7]([OH:24])[CH:6]=1)=[CH:15][C:16]([O:20][CH3:21])=[C:17]([OH:19])[CH:18]=3. The catalyst class is: 9. (6) Reactant: S(Cl)([Cl:3])=O.[NH2:5][C:6]1[N:11]=[C:10]([OH:12])[C:9]([CH2:13][C:14]2[CH:19]=[CH:18][C:17]([CH2:20]O)=[CH:16][CH:15]=2)=[C:8]([CH3:22])[N:7]=1. Product: [ClH:3].[NH2:5][C:6]1[N:11]=[C:10]([OH:12])[C:9]([CH2:13][C:14]2[CH:19]=[CH:18][C:17]([CH2:20][Cl:3])=[CH:16][CH:15]=2)=[C:8]([CH3:22])[N:7]=1. The catalyst class is: 2. (7) Reactant: [CH3:1][O-:2].[Na+].Cl[C:5]1[C:10]([N+:11]([O-:13])=[O:12])=[CH:9][CH:8]=[CH:7][N:6]=1. Product: [CH3:1][O:2][C:5]1[C:10]([N+:11]([O-:13])=[O:12])=[CH:9][CH:8]=[CH:7][N:6]=1. The catalyst class is: 5. (8) Reactant: Cl.[NH2:2][C@H:3]([C:9]1[CH:14]=[CH:13][C:12]([F:15])=[CH:11][CH:10]=1)[CH2:4][C:5]([O:7]C)=O.[CH:16](N(C(C)C)CC)(C)[CH3:17].ClC(OCC1C=CC=CC=1)=O. Product: [NH2:2][C@H:3]([C:9]1[CH:14]=[CH:13][C:12]([F:15])=[CH:11][CH:10]=1)[CH2:4][C:5]1([OH:7])[CH2:17][CH2:16]1. The catalyst class is: 1. (9) Reactant: [CH3:1][C:2]1[CH:7]=[CH:6][CH:5]=[C:4]([CH3:8])[C:3]=1[C:9]1[CH:14]=[CH:13][CH:12]=[C:11]([CH:15]2[CH2:24][CH2:23][C:22]3[C:17](=[CH:18][CH:19]=[C:20]([CH:25]([C:31]#[C:32][CH3:33])[CH2:26][C:27]([O:29]C)=[O:28])[CH:21]=3)[O:16]2)[CH:10]=1.[Li+].[OH-].Cl. Product: [CH3:1][C:2]1[CH:7]=[CH:6][CH:5]=[C:4]([CH3:8])[C:3]=1[C:9]1[CH:14]=[CH:13][CH:12]=[C:11]([CH:15]2[CH2:24][CH2:23][C:22]3[C:17](=[CH:18][CH:19]=[C:20]([CH:25]([C:31]#[C:32][CH3:33])[CH2:26][C:27]([OH:29])=[O:28])[CH:21]=3)[O:16]2)[CH:10]=1. The catalyst class is: 87. (10) Reactant: [N-:1]=[N+:2]=[N-:3].[Na+].CS(O[CH2:10][CH2:11][O:12][CH2:13][CH2:14][NH:15][C:16]([O:18][C:19]([CH3:22])([CH3:21])[CH3:20])=[O:17])(=O)=O. Product: [N:1]([CH2:10][CH2:11][O:12][CH2:13][CH2:14][NH:15][C:16](=[O:17])[O:18][C:19]([CH3:22])([CH3:21])[CH3:20])=[N+:2]=[N-:3]. The catalyst class is: 18.